This data is from Catalyst prediction with 721,799 reactions and 888 catalyst types from USPTO. The task is: Predict which catalyst facilitates the given reaction. Reactant: [CH3:1][O:2][C:3](=[O:37])[C@@H:4]([NH:13][C:14]([C:16]1[N:17]=[CH:18][C:19]2[C:24]([CH:25]=1)=[CH:23][C:22]([O:26][C:27]1[CH:32]=[CH:31][C:30]([C:33]([CH3:36])([CH3:35])[CH3:34])=[CH:29][CH:28]=1)=[CH:21][CH:20]=2)=[O:15])[CH2:5][C:6]1[CH:11]=[CH:10][C:9]([OH:12])=[CH:8][CH:7]=1.[CH:38]1([CH2:43]O)[CH2:42][CH2:41][CH2:40][CH2:39]1.C1(P(C2C=CC=CC=2)C2C=CC=CC=2)C=CC=CC=1.CC(OC(/N=N/C(OC(C)C)=O)=O)C. Product: [CH3:1][O:2][C:3](=[O:37])[C@@H:4]([NH:13][C:14]([C:16]1[N:17]=[CH:18][C:19]2[C:24]([CH:25]=1)=[CH:23][C:22]([O:26][C:27]1[CH:28]=[CH:29][C:30]([C:33]([CH3:34])([CH3:36])[CH3:35])=[CH:31][CH:32]=1)=[CH:21][CH:20]=2)=[O:15])[CH2:5][C:6]1[CH:7]=[CH:8][C:9]([O:12][CH2:43][CH:38]2[CH2:42][CH2:41][CH2:40][CH2:39]2)=[CH:10][CH:11]=1. The catalyst class is: 1.